This data is from Catalyst prediction with 721,799 reactions and 888 catalyst types from USPTO. The task is: Predict which catalyst facilitates the given reaction. (1) Reactant: [CH:1]([N:4]1[C:8]2[CH:9]=[CH:10][CH:11]=[CH:12][C:7]=2[N:6]([C:13]([NH:15][CH2:16][CH:17]2[CH2:22][CH2:21][N:20]([CH2:23][C:24]3([C:30]([O:32]C(C)(C)C)=[O:31])[CH2:29][CH2:28][O:27][CH2:26][CH2:25]3)[CH2:19][CH2:18]2)=[O:14])[C:5]1=[O:37])([CH3:3])[CH3:2].Cl. Product: [CH:1]([N:4]1[C:8]2[CH:9]=[CH:10][CH:11]=[CH:12][C:7]=2[N:6]([C:13]([NH:15][CH2:16][CH:17]2[CH2:18][CH2:19][N:20]([CH2:23][C:24]3([C:30]([OH:32])=[O:31])[CH2:25][CH2:26][O:27][CH2:28][CH2:29]3)[CH2:21][CH2:22]2)=[O:14])[C:5]1=[O:37])([CH3:3])[CH3:2]. The catalyst class is: 1. (2) Reactant: [Cl:1][C:2]1[N:7]=[C:6]([C:8]2[S:12][C:11]([CH:13]3[CH2:18][CH2:17][O:16][CH2:15][CH2:14]3)=[N:10][C:9]=2[C:19]2[C:20]([F:26])=[C:21]([CH:23]=[CH:24][CH:25]=2)[NH2:22])[CH:5]=[CH:4][N:3]=1.N1C=CC=CC=1.[F:33][C:34]1[CH:39]=[CH:38][C:37]([F:40])=[CH:36][C:35]=1[S:41](Cl)(=[O:43])=[O:42]. Product: [Cl:1][C:2]1[N:7]=[C:6]([C:8]2[S:12][C:11]([CH:13]3[CH2:18][CH2:17][O:16][CH2:15][CH2:14]3)=[N:10][C:9]=2[C:19]2[C:20]([F:26])=[C:21]([NH:22][S:41]([C:35]3[CH:36]=[C:37]([F:40])[CH:38]=[CH:39][C:34]=3[F:33])(=[O:43])=[O:42])[CH:23]=[CH:24][CH:25]=2)[CH:5]=[CH:4][N:3]=1. The catalyst class is: 2. (3) Reactant: [H-].C([Al+]CC(C)C)C(C)C.[CH:11]1([C:14]2[CH:15]=[C:16]([CH:22]=[C:23]([OH:26])[C:24]=2[I:25])[C:17](OCC)=[O:18])[CH2:13][CH2:12]1.O.O.O.O.O.O.O.O.O.O.S([O-])([O-])(=O)=O.[Na+].[Na+]. Product: [CH:11]1([C:14]2[C:24]([I:25])=[C:23]([OH:26])[CH:22]=[C:16]([CH2:17][OH:18])[CH:15]=2)[CH2:12][CH2:13]1. The catalyst class is: 1. (4) Reactant: [CH2:1]([O:8][C:9](=[O:21])[NH:10][C@@H:11]1[CH2:19][C:18]2[C:13](=[CH:14][CH:15]=[C:16]([Br:20])[CH:17]=2)[CH2:12]1)[C:2]1[CH:7]=[CH:6][CH:5]=[CH:4][CH:3]=1.[H-].[Na+].[CH2:24](I)[CH3:25]. Product: [CH2:1]([O:8][C:9](=[O:21])[N:10]([C@@H:11]1[CH2:19][C:18]2[C:13](=[CH:14][CH:15]=[C:16]([Br:20])[CH:17]=2)[CH2:12]1)[CH2:24][CH3:25])[C:2]1[CH:3]=[CH:4][CH:5]=[CH:6][CH:7]=1. The catalyst class is: 3.